Dataset: Catalyst prediction with 721,799 reactions and 888 catalyst types from USPTO. Task: Predict which catalyst facilitates the given reaction. (1) Reactant: [OH:1][C@@H:2]1[CH2:7][CH2:6][C@H:5]([N:8]2[CH2:12][CH2:11][C:10]3([CH2:17][CH2:16][N:15](C(OCC4C=CC=CC=4)=O)[CH2:14][CH2:13]3)[C:9]2=[O:28])[CH2:4][CH2:3]1. Product: [OH:1][C@@H:2]1[CH2:3][CH2:4][C@H:5]([N:8]2[CH2:12][CH2:11][C:10]3([CH2:17][CH2:16][NH:15][CH2:14][CH2:13]3)[C:9]2=[O:28])[CH2:6][CH2:7]1. The catalyst class is: 19. (2) Reactant: [CH3:1][O:2][C:3]1[CH:8]=[CH:7][CH:6]=[CH:5][C:4]=1[C:9]1[N:14]=[CH:13][N:12]=[C:11]([NH2:15])[CH:10]=1.CCN(CC)CC.[C:23]1([CH2:29][C:30](Cl)=[O:31])[CH:28]=[CH:27][CH:26]=[CH:25][CH:24]=1. Product: [CH3:1][O:2][C:3]1[CH:8]=[CH:7][CH:6]=[CH:5][C:4]=1[C:9]1[N:14]=[CH:13][N:12]=[C:11]([NH:15][C:30](=[O:31])[CH2:29][C:23]2[CH:28]=[CH:27][CH:26]=[CH:25][CH:24]=2)[CH:10]=1. The catalyst class is: 1. (3) Reactant: Br[CH2:2][CH2:3][CH:4]([C:9]1[S:10][C:11]2[CH:18]=[C:17]([C:19]([F:22])([F:21])[F:20])[CH:16]=[CH:15][C:12]=2[C:13]=1[CH3:14])[CH2:5][CH2:6][CH2:7][CH3:8].C(=O)([O-])[O-].[Cs+].[Cs+].[Cl:29][C:30]1[CH:31]=[C:32]([CH2:37][C:38]([O:40][CH3:41])=[O:39])[CH:33]=[CH:34][C:35]=1[OH:36]. Product: [Cl:29][C:30]1[CH:31]=[C:32]([CH2:37][C:38]([O:40][CH3:41])=[O:39])[CH:33]=[CH:34][C:35]=1[O:36][CH2:2][CH2:3][CH:4]([C:9]1[S:10][C:11]2[CH:18]=[C:17]([C:19]([F:22])([F:21])[F:20])[CH:16]=[CH:15][C:12]=2[C:13]=1[CH3:14])[CH2:5][CH2:6][CH2:7][CH3:8]. The catalyst class is: 23. (4) Reactant: [NH2:1][C:2]1[CH:7]=[CH:6][C:5]([C:8]2[N:9]([CH:22]3[CH2:25][CH2:24][CH2:23]3)[C:10]3[C:15]([C:16]=2[C:17]#[N:18])=[CH:14][CH:13]=[C:12]([O:19][CH2:20][CH3:21])[CH:11]=3)=[CH:4][CH:3]=1.Cl[C:27](OC1C=CC([N+]([O-])=O)=CC=1)=[O:28].N1C=CC=CC=1.[NH:45]1[CH2:50][CH2:49][O:48][CH2:47][CH2:46]1. Product: [C:17]([C:16]1[C:15]2[C:10](=[CH:11][C:12]([O:19][CH2:20][CH3:21])=[CH:13][CH:14]=2)[N:9]([CH:22]2[CH2:23][CH2:24][CH2:25]2)[C:8]=1[C:5]1[CH:4]=[CH:3][C:2]([NH:1][C:27]([N:45]2[CH2:50][CH2:49][O:48][CH2:47][CH2:46]2)=[O:28])=[CH:7][CH:6]=1)#[N:18]. The catalyst class is: 2. (5) Reactant: Br[C:2]1[CH:3]=[N:4][CH:5]=[C:6]([Br:9])[C:7]=1[CH3:8].[CH:10]1(B(O)O)[CH2:12][CH2:11]1.O1CCOCC1.C(=O)([O-])[O-].[Cs+].[Cs+]. Product: [Br:9][C:6]1[CH:5]=[N:4][CH:3]=[C:2]([CH:10]2[CH2:12][CH2:11]2)[C:7]=1[CH3:8]. The catalyst class is: 263. (6) Reactant: [F:1][C:2]([F:6])([F:5])[CH2:3][OH:4].[H-].[Na+].[Br:9][C:10]1[C:11](Cl)=[N:12][CH:13]=[CH:14][CH:15]=1.[Cl-].[NH4+]. Product: [Br:9][C:10]1[C:11]([O:4][CH2:3][C:2]([F:6])([F:5])[F:1])=[N:12][CH:13]=[CH:14][CH:15]=1. The catalyst class is: 1. (7) Reactant: [Cl:1][C:2]1[N:7]=[CH:6][C:5]([NH:8][C:9](=[O:34])[C:10]2[CH:15]=[C:14]([CH2:16][C:17]3[C:18](=[O:29])[C:19]([O:27][CH3:28])=[C:20]([O:25][CH3:26])[C:21](=[O:24])[C:22]=3[CH3:23])[CH:13]=[CH:12][C:11]=2[O:30]C(=O)C)=[CH:4][CH:3]=1.C(=O)([O-])O.[Na+]. Product: [Cl:1][C:2]1[N:7]=[CH:6][C:5]([NH:8][C:9](=[O:34])[C:10]2[CH:15]=[C:14]([CH2:16][C:17]3[C:18](=[O:29])[C:19]([O:27][CH3:28])=[C:20]([O:25][CH3:26])[C:21](=[O:24])[C:22]=3[CH3:23])[CH:13]=[CH:12][C:11]=2[OH:30])=[CH:4][CH:3]=1. The catalyst class is: 24. (8) Reactant: FC(F)(F)S(O[C:7]1[C:8]([CH3:18])=[N:9][C:10]2[C:15]([CH:16]=1)=[CH:14][N:13]=[C:12]([Cl:17])[CH:11]=2)(=O)=O.[F:21][C:22]1[CH:28]=[C:27]([CH3:29])[C:26](B2OC(C)(C)C(C)(C)O2)=[CH:25][C:23]=1[NH2:24].C([O-])([O-])=O.[K+].[K+].CCOC(C)=O. Product: [Cl:17][C:12]1[CH:11]=[C:10]2[C:15]([CH:16]=[C:7]([C:26]3[C:27]([CH3:29])=[CH:28][C:22]([F:21])=[C:23]([CH:25]=3)[NH2:24])[C:8]([CH3:18])=[N:9]2)=[CH:14][N:13]=1. The catalyst class is: 70. (9) Reactant: [CH:1]1([C:4]2[C:5]([CH:31]3[CH2:34][C:33]([F:36])([F:35])[CH2:32]3)=[CH:6][C:7]([O:29][CH3:30])=[C:8]([CH:28]=2)[CH2:9][CH:10]2[C:13]3([CH2:17][C:16]([CH:18]4[CH2:23][C:22]([CH3:27])([C:24]([O-:26])=[O:25])[CH2:21][CH2:20][NH:19]4)=[N:15][O:14]3)[CH2:12][NH:11]2)[CH2:3][CH2:2]1.[OH-].[Na+].CO.Cl. Product: [CH:1]1([C:4]2[C:5]([CH:31]3[CH2:32][C:33]([F:36])([F:35])[CH2:34]3)=[CH:6][C:7]([O:29][CH3:30])=[C:8]([CH:28]=2)[CH2:9][CH:10]2[C:13]3([CH2:17][C:16]([CH:18]4[CH2:23][C:22]([CH3:27])([C:24]([OH:26])=[O:25])[CH2:21][CH2:20][NH:19]4)=[N:15][O:14]3)[CH2:12][NH:11]2)[CH2:2][CH2:3]1. The catalyst class is: 476. (10) Product: [C:26]([C:3]1[O:4][C:5]2=[N:6][C:7]([C:18]3[CH:23]=[CH:22][C:21]([Cl:24])=[CH:20][C:19]=3[Cl:25])=[C:8]([C:11]3[CH:16]=[CH:15][C:14]([Cl:17])=[CH:13][CH:12]=3)[CH:9]=[C:10]2[C:2]=1[N:1]([S:30]([CH3:29])(=[O:32])=[O:31])[S:30]([CH3:29])(=[O:32])=[O:31])(=[O:28])[CH3:27]. Reactant: [NH2:1][C:2]1[C:10]2[C:5](=[N:6][C:7]([C:18]3[CH:23]=[CH:22][C:21]([Cl:24])=[CH:20][C:19]=3[Cl:25])=[C:8]([C:11]3[CH:16]=[CH:15][C:14]([Cl:17])=[CH:13][CH:12]=3)[CH:9]=2)[O:4][C:3]=1[C:26](=[O:28])[CH3:27].[CH3:29][S:30](Cl)(=[O:32])=[O:31].C(N(CC)CC)C. The catalyst class is: 2.